This data is from Full USPTO retrosynthesis dataset with 1.9M reactions from patents (1976-2016). The task is: Predict the reactants needed to synthesize the given product. Given the product [OH:36][CH2:35][CH2:34][CH2:33][O:32][CH2:31][CH2:30][NH:29][C:11]([C:9]1[CH:8]=[CH:7][C:6]2[N:2]([CH3:1])[C:3]([NH:14][C:15]3[S:16][C:17]4[CH:23]=[C:22]([O:24][C:25]([F:27])([F:28])[F:26])[CH:21]=[CH:20][C:18]=4[N:19]=3)=[N:4][C:5]=2[CH:10]=1)=[O:12], predict the reactants needed to synthesize it. The reactants are: [CH3:1][N:2]1[C:6]2[CH:7]=[CH:8][C:9]([C:11](O)=[O:12])=[CH:10][C:5]=2[N:4]=[C:3]1[NH:14][C:15]1[S:16][C:17]2[CH:23]=[C:22]([O:24][C:25]([F:28])([F:27])[F:26])[CH:21]=[CH:20][C:18]=2[N:19]=1.[NH2:29][CH2:30][CH2:31][O:32][CH2:33][CH2:34][CH2:35][OH:36].CN(C(ON1N=NC2C=CC=CC1=2)=[N+](C)C)C.F[P-](F)(F)(F)(F)F.CCN(C(C)C)C(C)C.